From a dataset of Forward reaction prediction with 1.9M reactions from USPTO patents (1976-2016). Predict the product of the given reaction. Given the reactants Br[C:2]1[CH:3]=[C:4]([N:8]2[C:16]3[C:11](=[CH:12][C:13]([CH2:17][OH:18])=[CH:14][CH:15]=3)[C:10]([C:19]([O:21][CH3:22])=[O:20])=[N:9]2)[CH:5]=[CH:6][CH:7]=1.[C:23]([C@:25]1([OH:32])[CH2:29][CH2:28][N:27]([CH3:30])[C:26]1=[O:31])#[CH:24], predict the reaction product. The product is: [OH:32][C@@:25]1([C:23]#[C:24][C:2]2[CH:3]=[C:4]([N:8]3[C:16]4[C:11](=[CH:12][C:13]([CH2:17][OH:18])=[CH:14][CH:15]=4)[C:10]([C:19]([O:21][CH3:22])=[O:20])=[N:9]3)[CH:5]=[CH:6][CH:7]=2)[CH2:29][CH2:28][N:27]([CH3:30])[C:26]1=[O:31].